The task is: Predict the reaction yield, written as a fraction of the theoretical maximum amount of product (1.0 means a 100% yield; for example, 0.34 means a 34% yield).. This data is from Reaction yield outcomes from USPTO patents with 853,638 reactions. The reactants are [CH3:1][C:2]1[CH:11]=[CH:10][C:9]2[C:4](=[N:5][CH:6]=[CH:7][CH:8]=2)[N:3]=1.[Li][CH3:13]. The catalyst is O1CCCC1.O. The product is [CH3:1][CH:2]1[CH:11]=[CH:10][C:9]2[C:4](=[N:5][C:6]([CH3:13])=[CH:7][CH:8]=2)[NH:3]1. The yield is 0.820.